This data is from Forward reaction prediction with 1.9M reactions from USPTO patents (1976-2016). The task is: Predict the product of the given reaction. (1) Given the reactants [F:1][C:2]1[CH:7]=[C:6]([I:8])[CH:5]=[CH:4][C:3]=1[NH:9][C:10]1[N:15]([CH3:16])[C:14](=[O:17])[C:13]2[CH:18]=[CH:19][O:20][C:12]=2[C:11]=1[C:21](O)=[O:22].[OH-].[NH4+:25], predict the reaction product. The product is: [F:1][C:2]1[CH:7]=[C:6]([I:8])[CH:5]=[CH:4][C:3]=1[NH:9][C:10]1[N:15]([CH3:16])[C:14](=[O:17])[C:13]2[CH:18]=[CH:19][O:20][C:12]=2[C:11]=1[C:21]([NH2:25])=[O:22]. (2) Given the reactants C(OC(Cl)=O)C(C)C.[C:9]([O:13][C:14]([NH:16][CH:17]1[CH2:22][CH2:21][CH2:20][CH:19]([C:23]([OH:25])=O)[CH2:18]1)=[O:15])([CH3:12])([CH3:11])[CH3:10].C[N:27]1CCOCC1.N, predict the reaction product. The product is: [C:9]([O:13][C:14](=[O:15])[NH:16][CH:17]1[CH2:22][CH2:21][CH2:20][CH:19]([C:23](=[O:25])[NH2:27])[CH2:18]1)([CH3:12])([CH3:11])[CH3:10]. (3) Given the reactants [CH3:1][N:2]([CH2:4][CH2:5]/[CH:6]=[C:7]1/[C:8]2[CH:9]=[CH:10][CH:11]=[CH:12][C:13]=2[CH2:14][O:15][C:16]2[CH:21]=[CH:20][C:19]([CH2:22][C:23](O)=[O:24])=[CH:18][C:17]/1=2)[CH3:3].Cl.C1C=CC2N(O)N=NC=2C=1.[CH2:37]([N:39]([CH2:48][CH3:49])[CH2:40][CH2:41][CH:42]1[CH2:47][CH2:46][NH:45][CH2:44][CH2:43]1)[CH3:38].CCN=C=NCCCN(C)C.Cl.C([O-])(O)=O.[Na+], predict the reaction product. The product is: [CH2:48]([N:39]([CH2:37][CH3:38])[CH2:40][CH2:41][CH:42]1[CH2:43][CH2:44][N:45]([C:23](=[O:24])[CH2:22][C:19]2[CH:20]=[CH:21][C:16]3[O:15][CH2:14][C:13]4[CH:12]=[CH:11][CH:10]=[CH:9][C:8]=4/[C:7](=[CH:6]/[CH2:5][CH2:4][N:2]([CH3:1])[CH3:3])/[C:17]=3[CH:18]=2)[CH2:46][CH2:47]1)[CH3:49]. (4) Given the reactants [F:1][CH:2]([F:39])[C:3]1[CH:4]=[CH:5][C:6]([C:9]([F:38])([F:37])[CH2:10][N:11]2[CH2:16][CH2:15][CH:14]([NH:17][C:18]3[C:19]4[CH:26]=[CH:25][N:24](S(C5C=CC(C)=CC=5)(=O)=O)[C:20]=4[N:21]=[CH:22][N:23]=3)[CH2:13][CH2:12]2)=[N:7][CH:8]=1.[OH-].[Na+], predict the reaction product. The product is: [F:39][CH:2]([F:1])[C:3]1[CH:4]=[CH:5][C:6]([C:9]([F:38])([F:37])[CH2:10][N:11]2[CH2:12][CH2:13][CH:14]([NH:17][C:18]3[C:19]4[CH:26]=[CH:25][NH:24][C:20]=4[N:21]=[CH:22][N:23]=3)[CH2:15][CH2:16]2)=[N:7][CH:8]=1.